This data is from Reaction yield outcomes from USPTO patents with 853,638 reactions. The task is: Predict the reaction yield, written as a fraction of the theoretical maximum amount of product (1.0 means a 100% yield; for example, 0.34 means a 34% yield). (1) The reactants are Br[Zn][CH2:3][C:4]([O:6][CH2:7][CH3:8])=[O:5].[Cl:9][C:10]1[C:11](=[O:18])[C:12]([Cl:17])=[CH:13][C:14](=[O:16])[CH:15]=1.Cl.C(OCC)(=O)C. The catalyst is C1COCC1. The product is [CH2:7]([O:6][C:4](=[O:5])[CH2:3][C:14]1([OH:16])[CH:15]=[C:10]([Cl:9])[C:11](=[O:18])[C:12]([Cl:17])=[CH:13]1)[CH3:8]. The yield is 0.740. (2) The product is [CH2:42]([NH:45][C:46]([C@@H:48]1[C:52]([CH3:54])([CH3:53])[S:51][CH2:50][N:49]1[C:6](=[O:8])[C@@H:5]([OH:4])[C@@H:9]([NH:17][C:18](=[O:30])[C:19]1[CH:24]=[CH:23][CH:22]=[C:21]([OH:25])[C:20]=1[CH3:29])[CH2:10][C:11]1[CH:12]=[CH:13][CH:14]=[CH:15][CH:16]=1)=[O:47])[CH:43]=[CH2:44]. The reactants are C([O:4][C@@H:5]([C@@H:9]([NH:17][C:18](=[O:30])[C:19]1[CH:24]=[CH:23][CH:22]=[C:21]([O:25]C(=O)C)[C:20]=1[CH3:29])[CH2:10][C:11]1[CH:16]=[CH:15][CH:14]=[CH:13][CH:12]=1)[C:6]([OH:8])=O)(=O)C.N1C=CC=CC=1.O=S(Cl)Cl.Cl.[CH2:42]([NH:45][C:46]([C@@H:48]1[C:52]([CH3:54])([CH3:53])[S:51][CH2:50][NH:49]1)=[O:47])[CH:43]=[CH2:44].C(O[C@@H]([C@@H](NC(=O)C1C=CC=C(OC(=O)C)C=1C)CC1C=CC=CC=1)C(Cl)=O)(=O)C.C(NC([C@@H]1C(C)(C)SCN1)=O)C=C.[OH-].[K+].[OH-].[K+].CO.C(O[C@H](C(N1[C@H](C(=O)NCC=C)C(C)(C)SC1)=O)[C@@H](NC(C1C(C)=C(OC(=O)C)C=CC=1)=O)CC1C=CC=CC=1)(=O)C.Cl. The catalyst is C(OCC)(=O)C.O.CO.CC#N. The yield is 0.596. (3) The reactants are [CH3:1][O:2][C:3]1[CH:16]=[C:15]([O:17][CH3:18])[CH:14]=[CH:13][C:4]=1[CH2:5][NH:6][C:7]1[N:8]=[N:9][CH:10]=[CH:11][CH:12]=1.[Li+].C[Si]([N-][Si](C)(C)C)(C)C.[C:29]([C:31]1[CH:32]=[C:33]([S:38](Cl)(=[O:40])=[O:39])[CH:34]=[CH:35][C:36]=1[F:37])#[N:30]. The catalyst is C1COCC1. The product is [C:29]([C:31]1[CH:32]=[C:33]([S:38]([N:6]([CH2:5][C:4]2[CH:13]=[CH:14][C:15]([O:17][CH3:18])=[CH:16][C:3]=2[O:2][CH3:1])[C:7]2[N:8]=[N:9][CH:10]=[CH:11][CH:12]=2)(=[O:40])=[O:39])[CH:34]=[CH:35][C:36]=1[F:37])#[N:30]. The yield is 0.360. (4) The reactants are [C:1]([C:3]1[CH:4]=[C:5]([CH:33]=[C:34]([OH:36])[CH:35]=1)[C:6]([NH:8][C:9]1[C:10]([CH3:32])=[C:11]2[C:17]([CH:18]3[CH2:23][CH2:22][N:21]([C:24]([CH:26]4[CH2:30][CH2:29][CH2:28][CH2:27]4)=[O:25])[CH2:20][CH2:19]3)=[CH:16][N:15]([CH3:31])[C:12]2=[N:13][CH:14]=1)=[O:7])#[N:2].C([O-])([O-])=O.[K+].[K+].Br[CH2:44][CH2:45][O:46][CH3:47].O. The catalyst is CN(C=O)C. The product is [C:1]([C:3]1[CH:4]=[C:5]([CH:33]=[C:34]([O:36][CH2:44][CH2:45][O:46][CH3:47])[CH:35]=1)[C:6]([NH:8][C:9]1[C:10]([CH3:32])=[C:11]2[C:17]([CH:18]3[CH2:23][CH2:22][N:21]([C:24]([CH:26]4[CH2:30][CH2:29][CH2:28][CH2:27]4)=[O:25])[CH2:20][CH2:19]3)=[CH:16][N:15]([CH3:31])[C:12]2=[N:13][CH:14]=1)=[O:7])#[N:2]. The yield is 0.180. (5) The reactants are [C:1]([O:5][C:6]([N:8]1[CH2:13][CH2:12][CH2:11][CH:10]([C:14](=[NH:17])[NH:15][OH:16])[CH2:9]1)=[O:7])([CH3:4])([CH3:3])[CH3:2].[NH:18]1[C:26]2[C:21](=[CH:22][CH:23]=[CH:24][CH:25]=2)[CH:20]=[C:19]1[C:27](O)=O.C1C=CC2N(O)N=NC=2C=1.CCN=C=NCCCN(C)C.Cl.CCN(C(C)C)C(C)C. The catalyst is C(#N)C. The product is [C:1]([O:5][C:6]([N:8]1[CH2:13][CH2:12][CH2:11][CH:10]([C:14]2[N:17]=[C:27]([C:19]3[NH:18][C:26]4[C:21]([CH:20]=3)=[CH:22][CH:23]=[CH:24][CH:25]=4)[O:16][N:15]=2)[CH2:9]1)=[O:7])([CH3:4])([CH3:2])[CH3:3]. The yield is 0.270. (6) The reactants are C1C=CC(P(C2C=CC=CC=2)C2C=CC=CC=2)=CC=1.CCN(CC)CC.C(Cl)(Cl)(Cl)Cl.[NH:32]=[C:33]([NH:35][NH:36][C:37]([C:39]1[C:44]([NH:45][C:46]2[CH:51]=[CH:50][C:49]([Br:52])=[CH:48][C:47]=2[F:53])=[C:43]([F:54])[C:42](=[O:55])[N:41]([CH3:56])[CH:40]=1)=O)[CH3:34]. The catalyst is C(Cl)Cl.C(OCC)(=O)C. The product is [Br:52][C:49]1[CH:50]=[CH:51][C:46]([NH:45][C:44]2[C:39]([C:37]3[NH:32][C:33]([CH3:34])=[N:35][N:36]=3)=[CH:40][N:41]([CH3:56])[C:42](=[O:55])[C:43]=2[F:54])=[C:47]([F:53])[CH:48]=1. The yield is 0.500. (7) The reactants are [CH3:1][O:2][C:3]1[CH:4]=[CH:5][CH:6]=[C:7]2[C:11]=1[CH:10]([NH:12][C:13]1[C:18]([CH2:19][OH:20])=[CH:17][N:16]=[C:15]([S:21][CH3:22])[N:14]=1)[CH2:9][CH2:8]2. The catalyst is ClCCl.[O-2].[O-2].[Mn+4]. The product is [CH3:1][O:2][C:3]1[CH:4]=[CH:5][CH:6]=[C:7]2[C:11]=1[CH:10]([NH:12][C:13]1[C:18]([CH:19]=[O:20])=[CH:17][N:16]=[C:15]([S:21][CH3:22])[N:14]=1)[CH2:9][CH2:8]2. The yield is 0.800.